This data is from Forward reaction prediction with 1.9M reactions from USPTO patents (1976-2016). The task is: Predict the product of the given reaction. (1) The product is: [CH3:26][S:25][C:22]1[S:23][C:24]([NH:6][CH2:5][CH3:4])=[C:20]([C:19]([O:18][CH3:17])=[O:27])[N:21]=1. Given the reactants NC1S[C:4](CC)=[C:5](C(OCP(O)(O)=O)=O)[N:6]=1.[CH3:17][O:18][C:19](=[O:27])[CH2:20][N:21]=[C:22]([S:25][CH3:26])[S:23][CH3:24].CC([O-])(C)C.[K+].C(N=C=S)C, predict the reaction product. (2) Given the reactants [C:1]([C:3]([C:8]1[CH:13]=[CH:12][CH:11]=[C:10]([CH3:14])[CH:9]=1)=[CH:4][C:5]([O-:7])=[O:6])#N.[K+].S(=O)(=O)(O)[OH:17], predict the reaction product. The product is: [CH3:14][C:10]1[CH:9]=[C:8]([C:3]2[C:1](=[O:17])[O:6][C:5](=[O:7])[CH:4]=2)[CH:13]=[CH:12][CH:11]=1. (3) The product is: [NH2:31][C:29]1[CH:28]=[CH:27][C:3]([O:4][C:5]2[CH:10]=[CH:9][N:8]=[CH:7][C:6]=2[C:11]#[C:12][C:13]2[CH2:18][CH2:17][CH:16]([NH:19][C:20](=[O:26])[O:21][C:22]([CH3:23])([CH3:24])[CH3:25])[CH2:15][CH:14]=2)=[C:2]([F:1])[CH:30]=1. Given the reactants [F:1][C:2]1[CH:30]=[C:29]([N+:31]([O-])=O)[CH:28]=[CH:27][C:3]=1[O:4][C:5]1[CH:10]=[CH:9][N:8]=[CH:7][C:6]=1[C:11]#[C:12][C:13]1[CH2:18][CH2:17][CH:16]([NH:19][C:20](=[O:26])[O:21][C:22]([CH3:25])([CH3:24])[CH3:23])[CH2:15][CH:14]=1.[NH4+].[Cl-].CN(C=O)C.O, predict the reaction product. (4) Given the reactants [CH:1]1([C:4]2[CH:5]=[C:6]([C:25]([O:27][CH2:28][CH3:29])=[O:26])[C:7](=[O:24])[N:8]3[C:13]=2[C:12]([CH3:14])=[C:11]([C:15]2[CH:20]=[CH:19][CH:18]=[C:17]([N+:21]([O-])=O)[CH:16]=2)[CH:10]=[CH:9]3)[CH2:3][CH2:2]1.[CH2:30](O)[CH3:31], predict the reaction product. The product is: [CH:1]1([C:4]2[CH:5]=[C:6]([C:25]([O:27][CH2:28][CH3:29])=[O:26])[C:7](=[O:24])[N:8]3[C:13]=2[C:12]([CH3:14])=[C:11]([C:15]2[CH:20]=[CH:19][CH:18]=[C:17]([NH:21][CH2:30][CH3:31])[CH:16]=2)[CH:10]=[CH:9]3)[CH2:3][CH2:2]1. (5) Given the reactants [CH2:1]([O:3][C:4]([CH:6]1[CH2:11][N:10]([CH2:12][C:13]2[CH:18]=[C:17]([O:19][CH3:20])[C:16]([O:21][CH3:22])=[C:15]([O:23][CH3:24])[CH:14]=2)[CH2:9][CH2:8][NH:7]1)=[O:5])[CH3:2].C(N(CC)CC)C.[F:32][C:33]1[CH:38]=[CH:37][C:36]([CH:39]([C:46]2[CH:51]=[CH:50][C:49]([F:52])=[CH:48][CH:47]=2)[CH2:40][CH2:41][CH2:42][CH2:43][CH2:44]Br)=[CH:35][CH:34]=1, predict the reaction product. The product is: [CH2:1]([O:3][C:4]([CH:6]1[CH2:11][N:10]([CH2:12][C:13]2[CH:18]=[C:17]([O:19][CH3:20])[C:16]([O:21][CH3:22])=[C:15]([O:23][CH3:24])[CH:14]=2)[CH2:9][CH2:8][N:7]1[CH2:44][CH2:43][CH2:42][CH2:41][CH2:40][CH:39]([C:36]1[CH:35]=[CH:34][C:33]([F:32])=[CH:38][CH:37]=1)[C:46]1[CH:51]=[CH:50][C:49]([F:52])=[CH:48][CH:47]=1)=[O:5])[CH3:2]. (6) The product is: [Cl:40][CH:41]1[C:42](=[O:43])[O:19][C:6]([CH2:7][CH2:8][NH:9][C:10](=[O:18])[CH2:11][CH2:12][C:13]2[O:14][CH:15]=[CH:16][CH:17]=2)([CH:1]2[CH2:2][CH2:3][CH2:4][CH2:5]2)[CH2:48][C:46]1=[O:47]. Given the reactants [CH:1]1([C:6](=[O:19])[CH2:7][CH2:8][NH:9][C:10](=[O:18])[CH2:11][CH2:12][C:13]2[O:14][CH:15]=[CH:16][CH:17]=2)[CH2:5][CH2:4][CH2:3][CH2:2]1.C1(C(=O)CCC#CC2C=C(C)C(O)=CC=2C)CCCC1.[Cl:40][CH:41]([C:46]([CH3:48])=[O:47])[C:42](OC)=[O:43], predict the reaction product. (7) Given the reactants [CH3:1][O:2][C:3]1[N:8]=[C:7](/[CH:9]=[CH:10]/[C:11]2[CH:16]=[CH:15][CH:14]=[CH:13][CH:12]=2)[CH:6]=[CH:5][N:4]=1, predict the reaction product. The product is: [CH3:1][O:2][C:3]1[N:8]=[C:7]([CH2:9][CH2:10][C:11]2[CH:16]=[CH:15][CH:14]=[CH:13][CH:12]=2)[CH:6]=[CH:5][N:4]=1.